Dataset: Forward reaction prediction with 1.9M reactions from USPTO patents (1976-2016). Task: Predict the product of the given reaction. (1) Given the reactants [Br:1][C:2]1[CH:15]=[CH:14][C:13]2[O:12][C:11]3[C:6](=[CH:7][C:8]([I:16])=[CH:9][CH:10]=3)[C@:5]3([CH2:20][O:19]C(=O)[NH:17]3)[C:4]=2[CH:3]=1.[OH-].[K+], predict the reaction product. The product is: [NH2:17][C@@:5]1([CH2:20][OH:19])[C:4]2[CH:3]=[C:2]([Br:1])[CH:15]=[CH:14][C:13]=2[O:12][C:11]2[C:6]1=[CH:7][C:8]([I:16])=[CH:9][CH:10]=2. (2) The product is: [Cl:1][C:2]1[NH:10][C:9]2[C:8](=[O:11])[N:7]([CH2:34][C:30]3[CH:29]=[C:28]4[C:33](=[CH:32][CH:31]=3)[N:25]([CH2:24][C:18]3[CH:23]=[CH:22][CH:21]=[CH:20][CH:19]=3)[CH:26]=[CH:27]4)[C:6](=[O:12])[N:5]([CH2:13][CH2:14][CH2:15][CH2:16][CH3:17])[C:4]=2[N:3]=1. Given the reactants [Cl:1][C:2]1[NH:10][C:9]2[C:8](=[O:11])[NH:7][C:6](=[O:12])[N:5]([CH2:13][CH2:14][CH2:15][CH2:16][CH3:17])[C:4]=2[N:3]=1.[C:18]1([CH2:24][N:25]2[C:33]3[C:28](=[CH:29][C:30]([CH2:34]O)=[CH:31][CH:32]=3)[CH:27]=[CH:26]2)[CH:23]=[CH:22][CH:21]=[CH:20][CH:19]=1.C1(P(C2C=CC=CC=2)C2C=CC=CC=2)C=CC=CC=1.C1C=CC(COC(/N=N/C(OCC2C=CC=CC=2)=O)=O)=CC=1.N1CCOCC1, predict the reaction product. (3) The product is: [CH3:23][S:28]([C:3]1[N:8]=[C:7]([CH2:9][CH2:10][CH2:11][OH:12])[CH:6]=[C:5]([C:13]2[CH:18]=[CH:17][CH:16]=[C:15]([C:19]([F:22])([F:20])[F:21])[CH:14]=2)[N:4]=1)(=[O:30])=[O:27]. Given the reactants CS[C:3]1[N:8]=[C:7]([CH2:9][CH2:10][CH2:11][OH:12])[CH:6]=[C:5]([C:13]2[CH:18]=[CH:17][CH:16]=[C:15]([C:19]([F:22])([F:21])[F:20])[CH:14]=2)[N:4]=1.[CH3:23]O.O.O[O:27][S:28]([O-:30])=O.[K+], predict the reaction product. (4) Given the reactants [Br:1][C:2]1[C:6]2[N:7]=[CH:8][N:9]=[C:10]([Cl:11])[C:5]=2[NH:4][CH:3]=1.[CH3:12]N(C)C=O.[H-].[Na+].CI, predict the reaction product. The product is: [Br:1][C:2]1[C:6]2[N:7]=[CH:8][N:9]=[C:10]([Cl:11])[C:5]=2[N:4]([CH3:12])[CH:3]=1. (5) Given the reactants [N:1]1[CH:6]=[CH:5][C:4]([CH2:7][NH:8]C(=O)C2C=CC=CC=2)=[CH:3][N:2]=1.[ClH:17], predict the reaction product. The product is: [ClH:17].[ClH:17].[N:1]1[CH:6]=[CH:5][C:4]([CH2:7][NH2:8])=[CH:3][N:2]=1. (6) Given the reactants [CH2:1]([N:8]1[CH2:13][CH2:12][C:11](=[O:14])[CH:10]([CH3:15])[CH2:9]1)[C:2]1[CH:7]=[CH:6][CH:5]=[CH:4][CH:3]=1.[CH3:16][Si](C)(C)[N-][Si](C)(C)C.[Li+].IC, predict the reaction product. The product is: [CH2:1]([N:8]1[CH2:13][CH:12]([CH3:16])[C:11](=[O:14])[CH:10]([CH3:15])[CH2:9]1)[C:2]1[CH:3]=[CH:4][CH:5]=[CH:6][CH:7]=1. (7) The product is: [Cl-:29].[NH:22]([C:17]1[C:16]([NH2+:15][C:11]2[CH:12]=[CH:13][CH:14]=[C:9]([C:3]3[C:2]([CH3:1])=[CH:7][CH:6]=[CH:5][C:4]=3[CH3:8])[CH:10]=2)=[N:21][CH:20]=[CH:19][N:18]=1)[C:23]1[CH:24]=[CH:25][CH:26]=[CH:27][CH:28]=1. Given the reactants [CH3:1][C:2]1[CH:7]=[CH:6][CH:5]=[C:4]([CH3:8])[C:3]=1[C:9]1[CH:10]=[C:11]([NH:15][C:16]2[C:17]([NH:22][C:23]3[CH:28]=[CH:27][CH:26]=[CH:25][CH:24]=3)=[N:18][CH:19]=[CH:20][N:21]=2)[CH:12]=[CH:13][CH:14]=1.[ClH:29], predict the reaction product. (8) Given the reactants [I:1][C:2]1[CH:7]=[CH:6][CH:5]=[C:4]([O:8][CH3:9])[CH:3]=1.C1C(=O)N([Cl:17])C(=O)C1, predict the reaction product. The product is: [Cl:17][C:7]1[CH:6]=[CH:5][C:4]([O:8][CH3:9])=[CH:3][C:2]=1[I:1].